From a dataset of Reaction yield outcomes from USPTO patents with 853,638 reactions. Predict the reaction yield, written as a fraction of the theoretical maximum amount of product (1.0 means a 100% yield; for example, 0.34 means a 34% yield). (1) The reactants are [CH:1]1[C:14]2[CH:13]=[C:12](B(O)O)[C:11]3[C:6](=[CH:7][CH:8]=[CH:9][CH:10]=3)[C:5]=2[CH:4]=[CH:3][CH:2]=1.[Br:18][C:19]1[CH:20]=[C:21](I)[CH:22]=[CH:23][CH:24]=1.C(=O)([O-])[O-].[Na+].[Na+]. The catalyst is [Pd].C1(P(C2C=CC=CC=2)C2C=CC=CC=2)C=CC=CC=1.C1(P(C2C=CC=CC=2)C2C=CC=CC=2)C=CC=CC=1.C1(P(C2C=CC=CC=2)C2C=CC=CC=2)C=CC=CC=1.C1(P(C2C=CC=CC=2)C2C=CC=CC=2)C=CC=CC=1.O.C1(C)C=CC=CC=1.C(COC)OC. The product is [Br:18][C:19]1[CH:24]=[C:23]([C:12]2[C:11]3[C:6]([C:5]4[CH:4]=[CH:3][CH:2]=[CH:1][C:14]=4[CH:13]=2)=[CH:7][CH:8]=[CH:9][CH:10]=3)[CH:22]=[CH:21][CH:20]=1. The yield is 0.740. (2) The reactants are [C:1]1(B(O)O)[CH:6]=[CH:5][CH:4]=[CH:3][CH:2]=1.[NH2:10][C:11]1[CH:15]=[CH:14][S:13][C:12]=1[C:16]([O:18][CH3:19])=[O:17].O.O=[CH:22][C:23]([OH:25])=[O:24]. The catalyst is C(#N)C. The product is [CH3:19][O:18][C:16]([C:12]1[S:13][CH:14]=[CH:15][C:11]=1[NH:10][CH:22]([C:1]1[CH:6]=[CH:5][CH:4]=[CH:3][CH:2]=1)[C:23]([OH:25])=[O:24])=[O:17]. The yield is 0.820. (3) The reactants are [O:1]1[CH:3]2[CH2:4][CH2:5][CH:6]=[CH:7][CH2:8][CH2:9][CH:10]=[CH:11][CH2:12][CH2:13][CH:2]12.[I-].[Na+]. No catalyst specified. The product is [C:2]1(=[O:1])[CH2:13][CH2:12][CH2:11][CH2:10][CH:9]=[CH:8][CH2:7][CH2:6][CH:5]=[CH:4][CH2:3]1. The yield is 0.987.